Predict the reactants needed to synthesize the given product. From a dataset of Full USPTO retrosynthesis dataset with 1.9M reactions from patents (1976-2016). (1) The reactants are: Br[C:2]1[CH:11]=[CH:10][CH:9]=[C:8]2[C:3]=1[CH:4]=[CH:5][C:6](Cl)=[N:7]2.[CH3:13][C:14]1[O:18][C:17]([CH2:19][NH2:20])=[CH:16][CH:15]=1.[N:21]1[CH:26]=[CH:25][CH:24]=[C:23]([CH2:27][NH2:28])[CH:22]=1. Given the product [CH3:13][C:14]1[O:18][C:17]([CH2:19][NH:20][C:6]2[CH:5]=[CH:4][C:3]3[C:2]([NH:28][CH2:27][C:23]4[CH:22]=[N:21][CH:26]=[CH:25][CH:24]=4)=[CH:11][CH:10]=[CH:9][C:8]=3[N:7]=2)=[CH:16][CH:15]=1, predict the reactants needed to synthesize it. (2) Given the product [Br:1][C:2]1[CH:13]=[CH:12][C:5]([C:6](=[O:7])[CH3:15])=[C:4]([F:14])[CH:3]=1, predict the reactants needed to synthesize it. The reactants are: [Br:1][C:2]1[CH:13]=[CH:12][C:5]([C:6](N(OC)C)=[O:7])=[C:4]([F:14])[CH:3]=1.[CH3:15][Mg]Br.C(OCC)C. (3) Given the product [CH:9]1([N:6]2[C:5]3[CH:15]=[CH:16][C:2]([B:25]4[O:26][C:27]([CH3:29])([CH3:28])[C:23]([CH3:39])([CH3:22])[O:24]4)=[CH:3][C:4]=3[N:8]=[CH:7]2)[CH2:14][CH2:13][CH2:12][CH2:11][CH2:10]1, predict the reactants needed to synthesize it. The reactants are: Br[C:2]1[CH:16]=[CH:15][C:5]2[N:6]([CH:9]3[CH2:14][CH2:13][CH2:12][CH2:11][CH2:10]3)[CH:7]=[N:8][C:4]=2[CH:3]=1.C([O-])(=O)C.[K+].[CH3:22][C:23]1([CH3:39])[C:27]([CH3:29])([CH3:28])[O:26][B:25]([B:25]2[O:26][C:27]([CH3:29])([CH3:28])[C:23]([CH3:39])([CH3:22])[O:24]2)[O:24]1. (4) Given the product [CH2:14]([O:21][C:22]1[CH:30]=[C:29]([Cl:31])[CH:28]=[CH:27][C:23]=1[C:24]([O:26][C:5]([CH3:9])([CH3:6])[CH3:4])=[O:25])[C:15]1[CH:16]=[CH:17][CH:18]=[CH:19][CH:20]=1, predict the reactants needed to synthesize it. The reactants are: ClC1C=[CH:9][C:5]([C:6](O)=O)=[C:4]([N+]([O-])=O)C=1.[CH2:14]([O:21][C:22]1[CH:30]=[C:29]([Cl:31])[CH:28]=[CH:27][C:23]=1[C:24]([OH:26])=[O:25])[C:15]1[CH:20]=[CH:19][CH:18]=[CH:17][CH:16]=1. (5) Given the product [CH3:1][O:2][CH2:3][CH2:4][O:5][C:6]1[N:7]=[CH:8][C:9]([NH2:12])=[CH:10][CH:11]=1, predict the reactants needed to synthesize it. The reactants are: [CH3:1][O:2][CH2:3][CH2:4][O:5][C:6]1[CH:11]=[CH:10][C:9]([N+:12]([O-])=O)=[CH:8][N:7]=1.